This data is from Full USPTO retrosynthesis dataset with 1.9M reactions from patents (1976-2016). The task is: Predict the reactants needed to synthesize the given product. (1) The reactants are: [Cl:1][C:2](Cl)(Cl)[C:3]([Cl:6])(Cl)[Cl:4].C1C2=C3C4C(C=C5C6C(=CC=CC=6)C(C=C2)=C53)=CC=CC=4C=1.O=C1CC(C)(C)CC(C)=C1.[N+](C1C=CC=CC=1)([O-])=O.ClC1C(O)=[C:55]([Cl:58])[C:54]([Cl:59])=[C:53]([Cl:60])C=1Cl.C1C2C=CC3C(=CC=CC=3)C=2C=CC=1.C1(O)C=CC=CC=1.C1C2C3=C4C(=CC=2)C=CC=C4C=CC3=CC=1. Given the product [Cl:4][C:3]1([Cl:6])[C:53]([Cl:60])=[C:54]([Cl:59])[C:55]([Cl:58])=[C:2]1[Cl:1], predict the reactants needed to synthesize it. (2) Given the product [N:24]([CH2:8][C:7]1[C:2]([Cl:1])=[N:3][CH:4]=[CH:5][CH:6]=1)=[N+:25]=[N-:26], predict the reactants needed to synthesize it. The reactants are: [Cl:1][C:2]1[C:7]([CH2:8]O)=[CH:6][CH:5]=[CH:4][N:3]=1.C1C=CC(P([N:24]=[N+:25]=[N-:26])(C2C=CC=CC=2)=O)=CC=1.C1CCN2C(=NCCC2)CC1.CCOC(C)=O.